The task is: Predict which catalyst facilitates the given reaction.. This data is from Catalyst prediction with 721,799 reactions and 888 catalyst types from USPTO. (1) Product: [Br:10][C:2]1[C:7]([Br:8])=[CH:6][C:5]([CH3:9])=[CH:4][N:3]=1. The catalyst class is: 6. Reactant: N[C:2]1[C:7]([Br:8])=[CH:6][C:5]([CH3:9])=[CH:4][N:3]=1.[BrH:10].BrBr.N([O-])=O.[Na+].[OH-].[Na+]. (2) Reactant: [CH2:1]([N:3]([CH:24]1[CH2:29][CH2:28][O:27][CH2:26][CH2:25]1)[C:4]1[C:5]([CH3:23])=[C:6]([CH:11]=[C:12](B2OC(C)(C)C(C)(C)O2)[CH:13]=1)[C:7]([O:9][CH3:10])=[O:8])[CH3:2].Br[C:31]1[CH:32]=[CH:33][C:34]([CH2:37][N:38]2[CH2:43][CH2:42][CH:41]([OH:44])[CH2:40][CH2:39]2)=[N:35][CH:36]=1.C(=O)([O-])[O-].[Na+].[Na+]. Product: [CH2:1]([N:3]([CH:24]1[CH2:25][CH2:26][O:27][CH2:28][CH2:29]1)[C:4]1[C:5]([CH3:23])=[C:6]([CH:11]=[C:12]([C:31]2[CH:36]=[N:35][C:34]([CH2:37][N:38]3[CH2:39][CH2:40][CH:41]([OH:44])[CH2:42][CH2:43]3)=[CH:33][CH:32]=2)[CH:13]=1)[C:7]([O:9][CH3:10])=[O:8])[CH3:2]. The catalyst class is: 70. (3) Reactant: [NH2:1][C:2]1[NH:3][C:4](=O)[C:5]2[C:10]([C:11]3[C:16]([CH3:17])=[CH:15][C:14]([CH3:18])=[CH:13][C:12]=3[CH3:19])=[CH:9][N:8]([CH3:20])[C:6]=2[N:7]=1.C(N(CC)[C:25]1[CH:30]=[CH:29]C=CC=1)C.P(Cl)(Cl)([Cl:35])=O.[H-].[Na+].[CH2:40](I)[CH2:41][CH3:42]. Product: [Cl:35][C:4]1[C:5]2[C:10]([C:11]3[C:16]([CH3:17])=[CH:15][C:14]([CH3:18])=[CH:13][C:12]=3[CH3:19])=[CH:9][N:8]([CH3:20])[C:6]=2[N:7]=[C:2]([N:1]([CH2:25][CH2:30][CH3:29])[CH2:40][CH2:41][CH3:42])[N:3]=1. The catalyst class is: 145. (4) Reactant: [BH4-].[Na+].[Cl:3][CH2:4][C:5]([C:7]1[CH:12]=[N:11][CH:10]=[CH:9][N:8]=1)=[O:6].O.O.O.O.O.O.O.[Cl-].[Ce+3].[Cl-].[Cl-]. Product: [Cl:3][CH2:4][CH:5]([C:7]1[CH:12]=[N:11][CH:10]=[CH:9][N:8]=1)[OH:6]. The catalyst class is: 5.